This data is from Peptide-MHC class I binding affinity with 185,985 pairs from IEDB/IMGT. The task is: Regression. Given a peptide amino acid sequence and an MHC pseudo amino acid sequence, predict their binding affinity value. This is MHC class I binding data. The peptide sequence is RRDYRRGL. The MHC is HLA-B40:02 with pseudo-sequence HLA-B40:02. The binding affinity (normalized) is 0.160.